Dataset: Full USPTO retrosynthesis dataset with 1.9M reactions from patents (1976-2016). Task: Predict the reactants needed to synthesize the given product. (1) Given the product [NH2:18][C@H:11]([C:12]1[O:13][C:14](=[O:17])[NH:15][N:16]=1)[CH2:10][C:3]1[C:4]2[C:9](=[CH:8][CH:7]=[CH:6][CH:5]=2)[NH:1][CH:2]=1, predict the reactants needed to synthesize it. The reactants are: [NH:1]1[C:9]2[C:4](=[CH:5][CH:6]=[CH:7][CH:8]=2)[C:3]([CH2:10][C@H:11]([NH:18]C(=O)OCC2C=CC=CC=2)[C:12]2[O:13][C:14](=[O:17])[NH:15][N:16]=2)=[CH:2]1. (2) Given the product [CH3:28][O:27][C:20]1[CH:21]=[CH:22][C:23]([O:25][CH3:26])=[CH:24][C:19]=1[C:17](=[O:18])[CH:16]=[CH:12][C:11]1[CH:14]=[CH:15][C:8]([O:7][CH:2]2[CH2:3][CH2:4][CH2:5][CH2:6][O:1]2)=[CH:9][CH:10]=1, predict the reactants needed to synthesize it. The reactants are: [O:1]1[CH2:6][CH2:5][CH2:4][CH2:3][CH:2]1[O:7][C:8]1[CH:15]=[CH:14][C:11]([CH:12]=O)=[CH:10][CH:9]=1.[CH3:16][C:17]([C:19]1[CH:24]=[C:23]([O:25][CH3:26])[CH:22]=[CH:21][C:20]=1[O:27][CH3:28])=[O:18].O.O.O.O.O.O.O.O.[OH-].[Ba+2].[OH-]. (3) Given the product [N:11]1([CH2:10][C:2]2[N:3]([CH2:26][CH2:27][CH2:28][CH2:29][CH2:30][NH2:31])[C:4]3[CH:9]=[CH:8][CH:7]=[CH:6][C:5]=3[N:1]=2)[C@@H:24]2[C@@H:15]([CH2:16][CH2:17][C:18]3[C:23]2=[N:22][CH:21]=[CH:20][CH:19]=3)[CH2:14][CH2:13][CH2:12]1, predict the reactants needed to synthesize it. The reactants are: [NH:1]1[C:5]2[CH:6]=[CH:7][CH:8]=[CH:9][C:4]=2[N:3]=[C:2]1[CH2:10][N:11]1[C@@H:24]2[C@@H:15]([CH2:16][CH2:17][C:18]3[C:23]2=[N:22][CH:21]=[CH:20][CH:19]=3)[CH2:14][CH2:13][CH2:12]1.Br[CH2:26][CH2:27][CH2:28][CH2:29][CH2:30][N:31]1C(=O)C2C(=CC=CC=2)C1=O.[I-].[K+].C(N(CC)C(C)C)(C)C.NN. (4) The reactants are: [C:9](O[C:9]([O:11][C:12]([CH3:15])([CH3:14])[CH3:13])=[O:10])([O:11][C:12]([CH3:15])([CH3:14])[CH3:13])=[O:10].[OH:16][C:17]1[C:18]([C:33]([O:35][CH3:36])=[O:34])=[N:19][C:20]([C:23]2[CH:32]=[C:31]3[C:26]([CH2:27][CH2:28][CH2:29][NH:30]3)=[CH:25][CH:24]=2)=[CH:21][CH:22]=1. Given the product [OH:16][C:17]1[CH:22]=[CH:21][C:20]([C:23]2[CH:32]=[C:31]3[C:26]([CH2:27][CH2:28][CH2:29][N:30]3[C:9]([O:11][C:12]([CH3:13])([CH3:14])[CH3:15])=[O:10])=[CH:25][CH:24]=2)=[N:19][C:18]=1[C:33]([O:35][CH3:36])=[O:34], predict the reactants needed to synthesize it. (5) The reactants are: C([O-])C.[Na+].[C:5](=[O:12])([O:9][CH2:10][CH3:11])OCC.[S:13]1[CH:17]=[CH:16][CH:15]=[C:14]1[CH2:18][C:19]([O:21][CH2:22][CH3:23])=[O:20].C(O)(=O)C. Given the product [S:13]1[CH:17]=[CH:16][CH:15]=[C:14]1[CH:18]([C:5]([O:9][CH2:10][CH3:11])=[O:12])[C:19]([O:21][CH2:22][CH3:23])=[O:20], predict the reactants needed to synthesize it. (6) Given the product [C:35]([C:29]1[CH:30]=[C:31]([CH:32]([CH3:34])[CH3:33])[C:25]2[O:24][C:23]([C:20]3[CH:21]=[CH:22][C:17]([C:16]([NH:15][CH2:14][CH:11]4[CH2:12][CH2:13][N:8]([C:6]5[CH:5]=[CH:4][N:3]=[C:2]([N:39]([CH3:40])[CH3:38])[N:7]=5)[CH2:9][CH2:10]4)=[O:37])=[CH:18][CH:19]=3)=[N:27][C:26]=2[CH:28]=1)#[N:36], predict the reactants needed to synthesize it. The reactants are: Cl[C:2]1[N:7]=[C:6]([N:8]2[CH2:13][CH2:12][CH:11]([CH2:14][NH:15][C:16](=[O:37])[C:17]3[CH:22]=[CH:21][C:20]([C:23]4[O:24][C:25]5[C:31]([CH:32]([CH3:34])[CH3:33])=[CH:30][C:29]([C:35]#[N:36])=[CH:28][C:26]=5[N:27]=4)=[CH:19][CH:18]=3)[CH2:10][CH2:9]2)[CH:5]=[CH:4][N:3]=1.[CH3:38][NH:39][CH3:40]. (7) Given the product [Cl:37][C:38]1[CH:43]=[C:42]([Cl:44])[CH:41]=[CH:40][C:39]=1[C:45]1[C:50]([C:51]2[NH:55][CH:54]=[CH:53][N:52]=2)=[CH:49][N:48]=[C:47]([NH:56][CH2:57][CH2:58][NH:59][C:24]2[N:29]=[C:28]([NH:30][C:31](=[O:33])[CH3:32])[C:27]([N+:34]([O-:36])=[O:35])=[CH:26][CH:25]=2)[N:46]=1, predict the reactants needed to synthesize it. The reactants are: ClC1C=C(Cl)C=CC=1C1C(N2C=CN=C2)=CN=C(CCN)N=1.Cl[C:24]1[N:29]=[C:28]([NH:30][C:31](=[O:33])[CH3:32])[C:27]([N+:34]([O-:36])=[O:35])=[CH:26][CH:25]=1.[Cl:37][C:38]1[CH:43]=[C:42]([Cl:44])[CH:41]=[CH:40][C:39]=1[C:45]1[C:50]([C:51]2[NH:52][CH:53]=[CH:54][N:55]=2)=[CH:49][N:48]=[C:47]([NH:56][CH2:57][CH2:58][NH:59]C2C=CC([N+]([O-])=O)=C(OC)N=2)[N:46]=1. (8) Given the product [OH:7][C:5]12[CH2:6][CH:10]3[CH2:16][CH:14]([CH2:15][CH:8]([C:9]3=[O:18])[CH2:17]1)[CH2:13]2, predict the reactants needed to synthesize it. The reactants are: C(O[C:5](=[O:7])[CH3:6])(=O)C.[CH:8]12[CH2:17]C3[CH2:13][CH:14]([CH2:16][CH:10](C3)[C:9]1=[O:18])[CH2:15]2.[OH-].[Na+].